This data is from Reaction yield outcomes from USPTO patents with 853,638 reactions. The task is: Predict the reaction yield, written as a fraction of the theoretical maximum amount of product (1.0 means a 100% yield; for example, 0.34 means a 34% yield). (1) The reactants are [NH2:1][C:2]1[CH:7]=[CH:6][C:5]([C:8]([N:10]([CH2:13][CH3:14])[CH2:11][CH3:12])=[O:9])=[CH:4][C:3]=1[NH:15][C:16](=O)[CH2:17][C:18]1[CH:23]=[CH:22][C:21]([O:24][CH2:25][CH3:26])=[CH:20][CH:19]=1.C(O[C:33]([N:35]1[CH2:41][CH2:40][CH2:39][C@@H:36]1[CH:37]=O)=O)(C)(C)C.C([BH3-])#N.[Na+].C(O)(C(F)(F)F)=O. No catalyst specified. The product is [CH2:25]([O:24][C:21]1[CH:22]=[CH:23][C:18]([CH2:17][C:16]2[N:1]([CH2:37][C@H:36]3[CH2:39][CH2:40][CH2:41][N:35]3[CH3:33])[C:2]3[CH:7]=[CH:6][C:5]([C:8]([N:10]([CH2:13][CH3:14])[CH2:11][CH3:12])=[O:9])=[CH:4][C:3]=3[N:15]=2)=[CH:19][CH:20]=1)[CH3:26]. The yield is 0.360. (2) The reactants are [Br:1][C:2]1[CH:3]=[CH:4][C:5]2[S:9][C:8]([S:10]([NH:13][C:14]3[CH:15]=[C:16]([CH:20]=[CH:21][CH:22]=3)[C:17]([OH:19])=[O:18])(=[O:12])=[O:11])=[C:7]([CH3:23])[C:6]=2[CH:24]=1.CO.N1C=CC=C[CH:28]=1. No catalyst specified. The product is [Br:1][C:2]1[CH:3]=[CH:4][C:5]2[S:9][C:8]([S:10]([NH:13][C:14]3[CH:15]=[C:16]([CH:20]=[CH:21][CH:22]=3)[C:17]([O:19][CH3:28])=[O:18])(=[O:12])=[O:11])=[C:7]([CH3:23])[C:6]=2[CH:24]=1. The yield is 0.470. (3) The reactants are [OH-].[Na+].[Br:3][C:4]1[CH:5]=[C:6]([C:21]([O:23]C)=[O:22])[CH:7]=[C:8]2[C:13]=1[O:12][C:11]([N:14]1[CH2:19][CH2:18][O:17][CH2:16][CH2:15]1)=[CH:10][C:9]2=[O:20].Cl. The catalyst is CO.O. The product is [Br:3][C:4]1[CH:5]=[C:6]([C:21]([OH:23])=[O:22])[CH:7]=[C:8]2[C:13]=1[O:12][C:11]([N:14]1[CH2:19][CH2:18][O:17][CH2:16][CH2:15]1)=[CH:10][C:9]2=[O:20]. The yield is 0.840. (4) The reactants are [C:14]1(P([C:14]2[CH:19]=[CH:18][CH:17]=[CH:16][CH:15]=2)[C:14]2[CH:19]=[CH:18][CH:17]=[CH:16][CH:15]=2)[CH:19]=[CH:18][CH:17]=[CH:16][CH:15]=1.CCCBr.CC(C)([O-])C.[K+].[Cl:30][CH2:31][CH2:32][CH2:33][CH2:34][CH2:35][CH2:36]C#CC=O. The catalyst is O1CCCC1.CN(C)C(=O)C. The product is [CH2:31]([Cl:30])[CH2:32][CH2:33][CH2:34][CH2:35][CH2:36][C:15]#[C:16]/[CH:17]=[CH:18]\[CH2:19][CH3:14]. The yield is 0.866. (5) The reactants are [Cl:1][C:2]1[CH:7]=[C:6]([Cl:8])[CH:5]=[CH:4][C:3]=1[C:9]1[N:10]=[C:11]([C:14]2([C:17]3[CH:22]=[CH:21][C:20]([O:23][CH3:24])=[CH:19][CH:18]=3)[CH2:16][CH2:15]2)[NH:12][CH:13]=1.Br[CH2:26][C:27]1[CH:36]=[CH:35][C:30]([C:31]([O:33][CH3:34])=[O:32])=[CH:29][CH:28]=1. No catalyst specified. The product is [CH3:34][O:33][C:31](=[O:32])[C:30]1[CH:35]=[CH:36][C:27]([CH2:26][N:12]2[CH:13]=[C:9]([C:3]3[CH:4]=[CH:5][C:6]([Cl:8])=[CH:7][C:2]=3[Cl:1])[N:10]=[C:11]2[C:14]2([C:17]3[CH:18]=[CH:19][C:20]([O:23][CH3:24])=[CH:21][CH:22]=3)[CH2:15][CH2:16]2)=[CH:28][CH:29]=1. The yield is 0.590. (6) The reactants are O.[N+:2]([CH:5]([CH:8]=O)[CH:6]=O)([O-:4])=[O:3].[NH2:10][C:11]1[O:15][C:14]([C:16]([O:18][CH3:19])=[O:17])=[CH:13][CH:12]=1.O.Cl. The catalyst is CO. The product is [N+:2]([C:5]1[CH:6]=[C:12]2[CH:13]=[C:14]([C:16]([O:18][CH3:19])=[O:17])[O:15][C:11]2=[N:10][CH:8]=1)([O-:4])=[O:3]. The yield is 0.250. (7) The reactants are O.[NH2:2][NH2:3].Br[C:5]1[S:6][C:7]([C:10]2[CH:15]=[CH:14][C:13]([O:16][CH:17]([CH3:19])[CH3:18])=[C:12]([Cl:20])[CH:11]=2)=[N:8][N:9]=1. The catalyst is CC(O)C. The product is [Cl:20][C:12]1[CH:11]=[C:10]([C:7]2[S:6][C:5](=[N:2][NH2:3])[NH:9][N:8]=2)[CH:15]=[CH:14][C:13]=1[O:16][CH:17]([CH3:19])[CH3:18]. The yield is 0.420. (8) The reactants are [CH2:1]([O:3][C:4]1[CH:5]=[C:6]([CH:25]=[CH:26][C:27]=1[O:28][CH3:29])[CH2:7][N:8]1[CH2:13][CH2:12][CH:11]([NH:14][C:15]2[O:16][C:17]3[CH:23]=[CH:22][C:21]([NH2:24])=[CH:20][C:18]=3[N:19]=2)[CH2:10][CH2:9]1)[CH3:2].[C:30](Cl)(=[O:32])[CH3:31].C(N(C(C)C)CC)(C)C. The catalyst is CN(C=O)C. The product is [CH2:1]([O:3][C:4]1[CH:5]=[C:6]([CH:25]=[CH:26][C:27]=1[O:28][CH3:29])[CH2:7][N:8]1[CH2:9][CH2:10][CH:11]([NH:14][C:15]2[O:16][C:17]3[CH:23]=[CH:22][C:21]([NH:24][C:30](=[O:32])[CH3:31])=[CH:20][C:18]=3[N:19]=2)[CH2:12][CH2:13]1)[CH3:2]. The yield is 0.190. (9) The reactants are Cl.[NH:2]1[CH2:6][CH2:5][C@@H:4]([OH:7])[CH2:3]1.[Br:8][C:9]1[C:10]([CH3:16])=[N:11][C:12](Cl)=[N:13][CH:14]=1.CCN(C(C)C)C(C)C. The catalyst is CCO. The product is [Br:8][C:9]1[C:10]([CH3:16])=[N:11][C:12]([N:2]2[CH2:6][CH2:5][C@@H:4]([OH:7])[CH2:3]2)=[N:13][CH:14]=1. The yield is 0.895. (10) The reactants are [CH3:1][C:2]1([CH3:13])[C:10]2[C:5](=[CH:6][CH:7]=[CH:8][CH:9]=2)[C:4](=[N:11]O)[CH2:3]1. The catalyst is CO.[Pd]. The product is [CH3:1][C:2]1([CH3:13])[C:10]2[C:5](=[CH:6][CH:7]=[CH:8][CH:9]=2)[CH:4]([NH2:11])[CH2:3]1. The yield is 1.00.